Regression. Given a peptide amino acid sequence and an MHC pseudo amino acid sequence, predict their binding affinity value. This is MHC class II binding data. From a dataset of Peptide-MHC class II binding affinity with 134,281 pairs from IEDB. (1) The peptide sequence is VVMTSLALVGAALHP. The MHC is DRB1_0404 with pseudo-sequence DRB1_0404. The binding affinity (normalized) is 0.228. (2) The peptide sequence is YDKFLANVSTVLTSK. The MHC is DRB1_0701 with pseudo-sequence DRB1_0701. The binding affinity (normalized) is 0.794. (3) The binding affinity (normalized) is 0.480. The MHC is DRB3_0101 with pseudo-sequence DRB3_0101. The peptide sequence is VQAPVGAITTIEDPV. (4) The peptide sequence is SWPDLDLKPGAAWTV. The MHC is DRB1_0405 with pseudo-sequence DRB1_0405. The binding affinity (normalized) is 0. (5) The peptide sequence is SRMSMAMGTMAGCGY. The MHC is DRB1_0801 with pseudo-sequence DRB1_0801. The binding affinity (normalized) is 0.477. (6) The peptide sequence is VNFYAWKRMEVGQQA. The MHC is DRB1_0301 with pseudo-sequence DRB1_0301. The binding affinity (normalized) is 0.264.